Dataset: Peptide-MHC class II binding affinity with 134,281 pairs from IEDB. Task: Regression. Given a peptide amino acid sequence and an MHC pseudo amino acid sequence, predict their binding affinity value. This is MHC class II binding data. (1) The peptide sequence is RPMFLYVRTNGTSKI. The MHC is DRB5_0101 with pseudo-sequence DRB5_0101. The binding affinity (normalized) is 0.834. (2) The peptide sequence is AAFNNAIKAGTGGAY. The MHC is HLA-DPA10103-DPB10401 with pseudo-sequence HLA-DPA10103-DPB10401. The binding affinity (normalized) is 0.0413. (3) The peptide sequence is APPPQLPRPPATPPP. The MHC is HLA-DQA10301-DQB10302 with pseudo-sequence HLA-DQA10301-DQB10302. The binding affinity (normalized) is 0.0422. (4) The peptide sequence is PDDPRNWAGVTSVSI. The MHC is HLA-DPA10301-DPB10402 with pseudo-sequence HLA-DPA10301-DPB10402. The binding affinity (normalized) is 0.0681. (5) The peptide sequence is GVLYVGSKTKEGVVH. The MHC is HLA-DQA10501-DQB10201 with pseudo-sequence HLA-DQA10501-DQB10201. The binding affinity (normalized) is 0. (6) The peptide sequence is GELQIVDQIDAAFKI. The MHC is DRB3_0202 with pseudo-sequence DRB3_0202. The binding affinity (normalized) is 0.142. (7) The peptide sequence is SLIYRRRLMKQDFSV. The MHC is DRB1_0405 with pseudo-sequence DRB1_0405. The binding affinity (normalized) is 0.149.